Dataset: Experimentally validated miRNA-target interactions with 360,000+ pairs, plus equal number of negative samples. Task: Binary Classification. Given a miRNA mature sequence and a target amino acid sequence, predict their likelihood of interaction. (1) The miRNA is hsa-miR-4789-5p with sequence GUAUACACCUGAUAUGUGUAUG. The protein sequence of the target gene is MAAEEKDPLSYFAAYGSSSSGSSDEEDNIEPEETSRRTPDPAKSAGGCRNKAEKRLPGPDELFRSVTRPAFLYNPLNKQIDWERHVVKAPEEPPKEFKIWKSNYVPPPETYTTEKKPPPPELDMAIKWSNIYEDNGDDAPQNAKKARLLPEGEETLESDDEKDEHTSKKRKVEPGEPAKKKK. Result: 1 (interaction). (2) Result: 1 (interaction). The protein sequence of the target gene is MEGAEPRARPERLAEAEAPATDGVRLVEVQLSGGAPWGFTLKGGREHGEPLVITKIEEGSKAAAVDKLLAGDEIVAINDVSLSGFRQEAICLVKGSHKTLKLVVKRKSDPSWRPHSWHATKYFDVHPEPAASLFLNTSGSPSWKSQHQASSSSHDLSGSWEHTSLQRTSDHFSSMGSIDSLDHSSQLYPSGHLSSAKSNSSIDHLGGHSKRDSAYGSFSTCSSTPDHTLPKADASSTENILYKVGLWEASRPGSSRQSQSTGDPQGLQDRPSCFIPRVPGNSSKSPRPEDNVEPKIATHG.... The miRNA is mmu-miR-340-5p with sequence UUAUAAAGCAAUGAGACUGAUU. (3) The miRNA is hsa-miR-370-5p with sequence CAGGUCACGUCUCUGCAGUUAC. The protein sequence of the target gene is MANVSKKVSWSGRDRDDEEAAPLLRRTARPGGGTPLLNGAGPGAARQSPRSALFRVGHMSSVELDDELLDPDMDPPHPFPKEIPHNEKLLSLKYESLDYDNSENQLFLEEERRINHTAFRTVEIKRWVICALIGILTGLVACFIDIVVENLAGLKYRVIKGNIDKFTEKGGLSFSLLLWATLNAAFVLVGSVIVAFIEPVAAGSGIPQIKCFLNGVKIPHVVRLKTLVIKVSGVILSVVGGLAVGKEGPMIHSGSVIAAGISQGRSTSLKRDFKIFEYFRRDTEKRDFVSAGAAAGVSAA.... Result: 1 (interaction).